Dataset: Full USPTO retrosynthesis dataset with 1.9M reactions from patents (1976-2016). Task: Predict the reactants needed to synthesize the given product. (1) Given the product [NH2:7][C:8]1[S:9][C:10]([C:36]2[CH:41]=[CH:40][CH:39]=[CH:38][N:37]=2)=[CH:11][C:12]=1[C:13]([N:15]1[CH2:20][CH2:19][CH:18]([N:21]2[CH2:35][CH2:34][CH2:33][C:23]3([C:27](=[O:28])[N:26]([CH:29]([CH3:31])[CH3:30])[C:25](=[O:32])[CH2:24]3)[CH2:22]2)[CH2:17][CH2:16]1)=[O:14], predict the reactants needed to synthesize it. The reactants are: C(OC(=O)[NH:7][C:8]1[S:9][C:10]([C:36]2[CH:41]=[CH:40][CH:39]=[CH:38][N:37]=2)=[CH:11][C:12]=1[C:13]([N:15]1[CH2:20][CH2:19][CH:18]([N:21]2[CH2:35][CH2:34][CH2:33][C:23]3([C:27](=[O:28])[N:26]([CH:29]([CH3:31])[CH3:30])[C:25](=[O:32])[CH2:24]3)[CH2:22]2)[CH2:17][CH2:16]1)=[O:14])(C)(C)C.C(=O)([O-])[O-].[K+].[K+]. (2) Given the product [CH:18]([O:17][C:14]1[CH:15]=[CH:16][C:11]([C:9]2[CH:8]=[CH:7][N:6]3[C:2]([C:26]4[CH:25]=[CH:24][N:23]=[C:22]([CH3:21])[CH:27]=4)=[CH:3][N:4]=[C:5]3[CH:10]=2)=[CH:12][CH:13]=1)([CH3:20])[CH3:19], predict the reactants needed to synthesize it. The reactants are: I[C:2]1[N:6]2[CH:7]=[CH:8][C:9]([C:11]3[CH:16]=[CH:15][C:14]([O:17][CH:18]([CH3:20])[CH3:19])=[CH:13][CH:12]=3)=[CH:10][C:5]2=[N:4][CH:3]=1.[CH3:21][C:22]1[CH:27]=[C:26](B(O)O)[CH:25]=[CH:24][N:23]=1.[O-]P([O-])([O-])=O.[K+].[K+].[K+].CCOC(C)=O.O. (3) The reactants are: Cl[CH2:2][C:3]#[N:4].[CH2:5]([N:12]1[CH2:17][CH2:16][NH:15][CH2:14][CH2:13]1)[C:6]1[CH:11]=[CH:10][CH:9]=[CH:8][CH:7]=1. Given the product [CH2:5]([N:12]1[CH2:17][CH2:16][N:15]([CH2:2][C:3]#[N:4])[CH2:14][CH2:13]1)[C:6]1[CH:7]=[CH:8][CH:9]=[CH:10][CH:11]=1, predict the reactants needed to synthesize it. (4) Given the product [CH3:1][C:2]1[CH:10]=[C:9]2[C:5]([C:6]([CH2:11][NH2:12])=[CH:7][NH:8]2)=[CH:4][CH:3]=1, predict the reactants needed to synthesize it. The reactants are: [CH3:1][C:2]1[CH:10]=[C:9]2[C:5]([C:6]([CH:11]=[N:12]O)=[CH:7][NH:8]2)=[CH:4][CH:3]=1.[BH4-].[Na+]. (5) Given the product [Cl:28][C:22]1[CH:23]=[CH:24][C:25]([F:27])=[CH:26][C:21]=1[C:20]([NH:19][C:13]1[C:12]([OH:11])=[N:7][C:5]([CH3:6])=[N:8][C:14]=1[OH:15])=[O:29], predict the reactants needed to synthesize it. The reactants are: C[O-].[Na+].Cl.[C:5]([NH2:8])(=[NH:7])[CH3:6].C([O:11][C:12](=O)[CH:13]([NH:19][C:20](=[O:29])[C:21]1[CH:26]=[C:25]([F:27])[CH:24]=[CH:23][C:22]=1[Cl:28])[C:14](OCC)=[O:15])C.